This data is from Forward reaction prediction with 1.9M reactions from USPTO patents (1976-2016). The task is: Predict the product of the given reaction. (1) The product is: [C:68]([C:67]1[CH:70]=[CH:71][C:64]([NH:63][C:30]([CH:20]2[NH:19][CH:18]([CH2:33][C:34]([CH3:37])([CH3:35])[CH3:36])[C:17]3([C:12]4[C:13](=[CH:14][C:9]([Cl:8])=[CH:10][CH:11]=4)[NH:15][C:16]3=[O:38])[CH:21]2[C:22]2[CH:27]=[CH:26][CH:25]=[C:24]([Cl:28])[C:23]=2[F:29])=[O:31])=[CH:65][CH:66]=1)#[N:69]. Given the reactants FC(F)(F)C(O)=O.[Cl:8][C:9]1[CH:14]=[C:13]2[NH:15][C:16](=[O:38])[C:17]3([CH:21]([C:22]4[CH:27]=[CH:26][CH:25]=[C:24]([Cl:28])[C:23]=4[F:29])[CH:20]([C:30](O)=[O:31])[NH:19][CH:18]3[CH2:33][C:34]([CH3:37])([CH3:36])[CH3:35])[C:12]2=[CH:11][CH:10]=1.C(N(C(C)C)CC)(C)C.C1(P(Cl)(C2C=CC=CC=2)=O)C=CC=CC=1.[NH2:63][C:64]1[CH:71]=[CH:70][C:67]([C:68]#[N:69])=[CH:66][CH:65]=1, predict the reaction product. (2) Given the reactants [S:1]([O:8]S(C(F)(F)F)(=O)=O)([C:4]([F:7])([F:6])[F:5])(=[O:3])=[O:2].[CH:16]1([O:21][C:22]2[C:30]3[O:29][CH2:28][C:27](=O)[C:26]=3[CH:25]=[CH:24][C:23]=2[O:32][CH3:33])[CH2:20][CH2:19][CH2:18][CH2:17]1.C(N(CC)C(C)C)(C)C, predict the reaction product. The product is: [F:5][C:4]([F:7])([F:6])[S:1]([O:8][C:27]1[C:26]2[CH:25]=[CH:24][C:23]([O:32][CH3:33])=[C:22]([O:21][CH:16]3[CH2:20][CH2:19][CH2:18][CH2:17]3)[C:30]=2[O:29][CH:28]=1)(=[O:3])=[O:2]. (3) Given the reactants [O:1]=[C:2]1[NH:6][CH:5]([C:7]2[CH:12]=[CH:11][N:10]=[CH:9][CH:8]=2)[CH2:4][N:3]1[CH:13]1[CH2:18][CH2:17][N:16](C(OCC2C=CC=CC=2)=O)[CH2:15][CH2:14]1.[H][H], predict the reaction product. The product is: [NH:16]1[CH2:15][CH2:14][CH:13]([N:3]2[CH2:4][CH:5]([C:7]3[CH:12]=[CH:11][N:10]=[CH:9][CH:8]=3)[NH:6][C:2]2=[O:1])[CH2:18][CH2:17]1. (4) Given the reactants [C:1]([O:5][C:6](=[O:24])[CH2:7][C:8](=[O:23])[CH2:9][CH2:10][C:11]1[CH:16]=[CH:15][C:14]([C:17]2[CH:22]=[CH:21][CH:20]=[CH:19][CH:18]=2)=[CH:13][CH:12]=1)([CH3:4])([CH3:3])[CH3:2].[H-].[Na+].Br[CH2:28][CH2:29][O:30][Si:31]([C:34]([CH3:37])([CH3:36])[CH3:35])([CH3:33])[CH3:32], predict the reaction product. The product is: [C:14]1([C:17]2[CH:18]=[CH:19][CH:20]=[CH:21][CH:22]=2)[CH:13]=[CH:12][C:11]([CH2:10][CH2:9][C:8](=[O:23])[CH:7]([CH2:28][CH2:29][O:30][Si:31]([C:34]([CH3:37])([CH3:36])[CH3:35])([CH3:33])[CH3:32])[C:6]([O:5][C:1]([CH3:4])([CH3:2])[CH3:3])=[O:24])=[CH:16][CH:15]=1. (5) Given the reactants C([O:3][C:4](=[O:32])[CH2:5][O:6][C:7]1[CH:12]=[C:11]([CH:13]([CH3:15])[CH3:14])[CH:10]=[CH:9][C:8]=1[CH2:16][CH2:17][NH:18][S:19]([C:22]1[CH:27]=[C:26]([C:28](=[NH:30])[NH2:29])[CH:25]=[CH:24][C:23]=1[OH:31])(=[O:21])=[O:20])C, predict the reaction product. The product is: [C:28]([C:26]1[CH:25]=[CH:24][C:23]([OH:31])=[C:22]([S:19]([NH:18][CH2:17][CH2:16][C:8]2[CH:9]=[CH:10][C:11]([CH:13]([CH3:14])[CH3:15])=[CH:12][C:7]=2[O:6][CH2:5][C:4]([OH:32])=[O:3])(=[O:20])=[O:21])[CH:27]=1)(=[NH:29])[NH2:30]. (6) Given the reactants [H-].[Na+].[C:3](#[N:5])[CH3:4].[F:6][C:7]([F:22])([F:21])[C:8]1[CH:13]=[CH:12][C:11]([CH2:14][CH2:15][C:16](OCC)=[O:17])=[CH:10][CH:9]=1.Cl, predict the reaction product. The product is: [O:17]=[C:16]([CH2:15][CH2:14][C:11]1[CH:12]=[CH:13][C:8]([C:7]([F:6])([F:21])[F:22])=[CH:9][CH:10]=1)[CH2:4][C:3]#[N:5].